This data is from Experimentally validated miRNA-target interactions with 360,000+ pairs, plus equal number of negative samples. The task is: Binary Classification. Given a miRNA mature sequence and a target amino acid sequence, predict their likelihood of interaction. (1) The miRNA is hsa-miR-222-5p with sequence CUCAGUAGCCAGUGUAGAUCCU. The protein sequence of the target gene is MESGKMAPPKNAPRDALVMAQILKDMGITEYEPRVINQMLEFAFRYVTTILDDAKIYSSHAKKPNVDADDVRLAIQCRADQSFTSPPPRDFLLDIARQKNQTPLPLIKPYAGPRLPPDRYCLTAPNYRLKSLIKKGPNQGRLVPRLSVGAVSSKPTTPTIATPQTVSVPNKVATPMSVTSQRFTVQIPPSQSTPVKPVPATTAVQNVLINPSMIGPKNILITTNMVSSQNTANEANPLKRKHEDDDDNDIM. Result: 0 (no interaction). (2) The miRNA is rno-miR-107-3p with sequence AGCAGCAUUGUACAGGGCUAUCA. The protein sequence of the target gene is MRMTMEEMKNEAETTSMVSMPLYAVMYPVFNELERVNLSAAQTLRAAFIKAEKENPGLTQDIIMKILEKKSVEVNFTESLLRMAADDVEEYMIERPEPEFQDLNEKARALKQILSKIPDEINDRVRFLQTIKDIASAIKELLDTVNNVFKKYQYQNRRALEHQKKEFVKYSKSFSDTLKTYFKDGKAINVFVSANRLIHQTNLILQTFKTVA. Result: 0 (no interaction).